This data is from Catalyst prediction with 721,799 reactions and 888 catalyst types from USPTO. The task is: Predict which catalyst facilitates the given reaction. (1) Reactant: [C:1](#[N:3])[CH3:2].[Li+].CCC[CH2-].[F:9][C:10]1[CH:19]=[C:18]([O:20][CH3:21])[CH:17]=[CH:16][C:11]=1[C:12](OC)=[O:13].Cl. Product: [F:9][C:10]1[CH:19]=[C:18]([O:20][CH3:21])[CH:17]=[CH:16][C:11]=1[C:12](=[O:13])[CH2:2][C:1]#[N:3]. The catalyst class is: 7. (2) Product: [NH2:9][C:10]1[N:15]=[CH:14][N:13]=[C:12]2[N:16]([CH:19]([C:21]3[C:22]([O:38][CH3:39])=[C:23]([C:29]4[CH:34]=[CH:33][N:32]=[C:31]([C:35]([N:2]([CH3:3])[CH3:1])=[O:37])[CH:30]=4)[C:24]([CH3:28])=[C:25]([Cl:27])[CH:26]=3)[CH3:20])[N:17]=[CH:18][C:11]=12. The catalyst class is: 9. Reactant: [CH3:1][NH:2][CH3:3].C1COCC1.[NH2:9][C:10]1[N:15]=[CH:14][N:13]=[C:12]2[N:16]([CH:19]([C:21]3[C:22]([O:38][CH3:39])=[C:23]([C:29]4[CH:34]=[CH:33][N:32]=[C:31]([C:35]([OH:37])=O)[CH:30]=4)[C:24]([CH3:28])=[C:25]([Cl:27])[CH:26]=3)[CH3:20])[N:17]=[CH:18][C:11]=12.F[P-](F)(F)(F)(F)F.N1(O[P+](N(C)C)(N(C)C)N(C)C)C2C=CC=CC=2N=N1.C(N(CC)CC)C. (3) Reactant: [H-].[Na+].[Si:3]([O:20][CH2:21][CH2:22][O:23][CH2:24][C@H:25]([OH:30])[C:26]([O:28][CH3:29])=[O:27])([C:16]([CH3:19])([CH3:18])[CH3:17])([C:10]1[CH:15]=[CH:14][CH:13]=[CH:12][CH:11]=1)[C:4]1[CH:9]=[CH:8][CH:7]=[CH:6][CH:5]=1.Cl[C:32]1[N:37]=[CH:36][N:35]=[C:34]2[N:38]([C:41]3[CH:46]=[C:45]([F:47])[CH:44]=[CH:43][C:42]=3[CH3:48])[N:39]=[CH:40][C:33]=12.C(O)(=O)CC(CC(O)=O)(C(O)=O)O. Product: [Si:3]([O:20][CH2:21][CH2:22][O:23][CH2:24][C@H:25]([O:30][C:32]1[N:37]=[CH:36][N:35]=[C:34]2[N:38]([C:41]3[CH:46]=[C:45]([F:47])[CH:44]=[CH:43][C:42]=3[CH3:48])[N:39]=[CH:40][C:33]=12)[C:26]([O:28][CH3:29])=[O:27])([C:16]([CH3:19])([CH3:18])[CH3:17])([C:10]1[CH:15]=[CH:14][CH:13]=[CH:12][CH:11]=1)[C:4]1[CH:5]=[CH:6][CH:7]=[CH:8][CH:9]=1. The catalyst class is: 1. (4) Reactant: [C:1](=[S:4])([NH2:3])[CH3:2].Br[CH:6]1[C:11](=[O:12])[CH2:10][CH2:9][CH2:8][C:7]1=O. Product: [CH3:2][C:1]1[S:4][C:10]2[C:11](=[O:12])[CH2:6][CH2:7][CH2:8][C:9]=2[N:3]=1. The catalyst class is: 8. (5) The catalyst class is: 1. Product: [F:17][C:18]1[CH:19]=[C:20]([CH:1]([OH:2])[C:3]2[CH:4]=[N:5][CH:6]=[CH:7][C:8]=2[C:9]2[CH:10]=[C:11]([CH:14]=[CH:15][CH:16]=2)[C:12]#[N:13])[CH:21]=[CH:22][C:23]=1[CH3:24]. Reactant: [CH:1]([C:3]1[CH:4]=[N:5][CH:6]=[CH:7][C:8]=1[C:9]1[CH:10]=[C:11]([CH:14]=[CH:15][CH:16]=1)[C:12]#[N:13])=[O:2].[F:17][C:18]1[CH:19]=[C:20]([Mg]Br)[CH:21]=[CH:22][C:23]=1[CH3:24]. (6) The catalyst class is: 98. Reactant: C(O[C:4](=[N:6][C:7](=O)[C:8]1[CH:13]=[C:12]([O:14][CH3:15])[CH:11]=[C:10]([O:16][CH3:17])[CH:9]=1)[CH3:5])C.Cl.[NH:20]([C:22]1[CH:27]=[CH:26][C:25]([S:28]([NH2:31])(=[O:30])=[O:29])=[CH:24][CH:23]=1)[NH2:21].C(N(CC)CC)C.O. Product: [CH3:15][O:14][C:12]1[CH:13]=[C:8]([C:7]2[N:20]([C:22]3[CH:23]=[CH:24][C:25]([S:28]([NH2:31])(=[O:30])=[O:29])=[CH:26][CH:27]=3)[N:21]=[C:4]([CH3:5])[N:6]=2)[CH:9]=[C:10]([O:16][CH3:17])[CH:11]=1.